From a dataset of Catalyst prediction with 721,799 reactions and 888 catalyst types from USPTO. Predict which catalyst facilitates the given reaction. (1) Reactant: [CH:1]1[C:10]2[C:5](=[CH:6][CH:7]=[CH:8][CH:9]=2)[CH:4]=[C:3]([NH:11][C:12](=[O:41])[O:13][CH2:14][C@@H:15]([N:27]([CH3:40])[C:28]([NH:30][CH2:31][C:32]2[CH:37]=[CH:36][CH:35]=[C:34]([F:38])[C:33]=2[Cl:39])=[O:29])[CH2:16][C:17](=O)[NH:18][CH2:19][C:20]2[CH:25]=[N:24][CH:23]=[CH:22][N:21]=2)[N:2]=1.P(Cl)(Cl)(Cl)=O. Product: [CH:1]1[C:10]2[C:5](=[CH:6][CH:7]=[CH:8][CH:9]=2)[CH:4]=[C:3]([NH:11][C:12](=[O:41])[O:13][CH2:14][C@@H:15]([N:27]([CH3:40])[C:28]([NH:30][CH2:31][C:32]2[CH:37]=[CH:36][CH:35]=[C:34]([F:38])[C:33]=2[Cl:39])=[O:29])[CH2:16][C:17]2[N:21]3[CH:22]=[CH:23][N:24]=[CH:25][C:20]3=[CH:19][N:18]=2)[N:2]=1. The catalyst class is: 2. (2) Reactant: Cl[C:2]1[N:3]=[CH:4][C:5]2[S:10][CH:9]=[C:8]([C:11]([NH:13][C:14]3[CH:23]=[CH:22][C:21]4[C:16](=[CH:17][CH:18]=[N:19][CH:20]=4)[N:15]=3)=[O:12])[C:6]=2[N:7]=1.[C:24]([NH:31][C@H:32]1[CH2:37][CH2:36][CH2:35][CH2:34][C@H:33]1[NH2:38])([O:26][C:27]([CH3:30])([CH3:29])[CH3:28])=[O:25].CCN(C(C)C)C(C)C. Product: [N:15]1[C:16]2[C:21](=[CH:20][N:19]=[CH:18][CH:17]=2)[CH:22]=[CH:23][C:14]=1[NH:13][C:11]([C:8]1[C:6]2[N:7]=[C:2]([NH:38][C@@H:33]3[CH2:34][CH2:35][CH2:36][CH2:37][C@@H:32]3[NH:31][C:24](=[O:25])[O:26][C:27]([CH3:29])([CH3:28])[CH3:30])[N:3]=[CH:4][C:5]=2[S:10][CH:9]=1)=[O:12]. The catalyst class is: 225.